This data is from Forward reaction prediction with 1.9M reactions from USPTO patents (1976-2016). The task is: Predict the product of the given reaction. (1) Given the reactants [O:1]=[C:2]1[NH:6][C:5]2[CH:7]=[CH:8][C:9]([NH:11][C:12]3[C:13]4[C:20]5[CH2:21][CH2:22][CH:23]([C:25]([OH:27])=O)[CH2:24][C:19]=5[S:18][C:14]=4[N:15]=[CH:16][N:17]=3)=[CH:10][C:4]=2[S:3]1.[CH3:28][N:29]1[CH2:34][CH2:33][NH:32][CH2:31][CH2:30]1, predict the reaction product. The product is: [CH3:28][N:29]1[CH2:34][CH2:33][N:32]([C:25]([CH:23]2[CH2:22][CH2:21][C:20]3[C:13]4[C:12]([NH:11][C:9]5[CH:8]=[CH:7][C:5]6[NH:6][C:2](=[O:1])[S:3][C:4]=6[CH:10]=5)=[N:17][CH:16]=[N:15][C:14]=4[S:18][C:19]=3[CH2:24]2)=[O:27])[CH2:31][CH2:30]1. (2) The product is: [CH3:12][O:8][C:7](=[O:9])[C:6]1[CH:10]=[C:2]([Br:1])[CH:3]=[CH:4][C:5]=1[CH3:11]. Given the reactants [Br:1][C:2]1[CH:3]=[CH:4][C:5]([CH3:11])=[C:6]([CH:10]=1)[C:7]([OH:9])=[O:8].[C:12]([O-])([O-])=O.[K+].[K+].CI, predict the reaction product. (3) Given the reactants [NH:1]1[C:9]2[C:4](=[CH:5][CH:6]=[CH:7][CH:8]=2)[C:3]([C:10]2[NH:11][C:12]3[C:13]([N:27]=2)=[CH:14][C:15]2[C:16]([CH3:26])([CH3:25])[C:17](=[O:24])[N:18]([CH2:21][C:22]#[N:23])[C:19]=2[CH:20]=3)=[N:2]1.[N-:28]=[N+:29]=[N-:30].[Na+].[Cl-].[NH4+].C([O-])(O)=O.[Na+], predict the reaction product. The product is: [NH:1]1[C:9]2[C:4](=[CH:5][CH:6]=[CH:7][CH:8]=2)[C:3]([C:10]2[NH:11][C:12]3[C:13]([N:27]=2)=[CH:14][C:15]2[C:16]([CH3:25])([CH3:26])[C:17](=[O:24])[N:18]([CH2:21][C:22]4[NH:30][N:29]=[N:28][N:23]=4)[C:19]=2[CH:20]=3)=[N:2]1. (4) Given the reactants Br[C:2]1[N:7]=[CH:6][CH:5]=[CH:4][N:3]=1.[Li]CCCC.[CH:13]1([C:16]2[N:20](C(OC(C)(C)C)=O)[C:19]3[CH:28]=[C:29]([C:39]4[C:40]([CH3:45])=[N:41][O:42][C:43]=4[CH3:44])[CH:30]=[C:31]([C:32]([CH:34]4[CH2:38][CH2:37][CH2:36][O:35]4)=[O:33])[C:18]=3[N:17]=2)[CH2:15][CH2:14]1, predict the reaction product. The product is: [CH:13]1([C:16]2[NH:20][C:19]3[CH:28]=[C:29]([C:39]4[C:40]([CH3:45])=[N:41][O:42][C:43]=4[CH3:44])[CH:30]=[C:31]([C:32]([C:2]4[N:7]=[CH:6][CH:5]=[CH:4][N:3]=4)([CH:34]4[CH2:38][CH2:37][CH2:36][O:35]4)[OH:33])[C:18]=3[N:17]=2)[CH2:15][CH2:14]1. (5) Given the reactants [S:1]1[CH:5]=[CH:4][N:3]=[C:2]1[C:6]1[CH:7]=[N:8][CH:9]=[CH:10][CH:11]=1.[Li]CCCC.[CH2:17]([Sn:21](Cl)([CH2:26][CH2:27][CH2:28][CH3:29])[CH2:22][CH2:23][CH2:24][CH3:25])[CH2:18][CH2:19][CH3:20].O, predict the reaction product. The product is: [CH2:26]([Sn:21]([CH2:17][CH2:18][CH2:19][CH3:20])([CH2:22][CH2:23][CH2:24][CH3:25])[C:5]1[S:1][C:2]([C:6]2[CH:7]=[N:8][CH:9]=[CH:10][CH:11]=2)=[N:3][CH:4]=1)[CH2:27][CH2:28][CH3:29].